This data is from NCI-60 drug combinations with 297,098 pairs across 59 cell lines. The task is: Regression. Given two drug SMILES strings and cell line genomic features, predict the synergy score measuring deviation from expected non-interaction effect. Synergy scores: CSS=-1.93, Synergy_ZIP=-0.330, Synergy_Bliss=-0.852, Synergy_Loewe=1.40, Synergy_HSA=-1.57. Drug 2: CN(C(=O)NC(C=O)C(C(C(CO)O)O)O)N=O. Cell line: NCIH23. Drug 1: CC1=CC=C(C=C1)C2=CC(=NN2C3=CC=C(C=C3)S(=O)(=O)N)C(F)(F)F.